Dataset: Full USPTO retrosynthesis dataset with 1.9M reactions from patents (1976-2016). Task: Predict the reactants needed to synthesize the given product. (1) Given the product [C:11]([C:9]1[CH:10]=[C:4]([NH:1][C:13](=[O:22])[C:14]2[CH:19]=[CH:18][C:17]([O:20][CH3:21])=[CH:16][CH:15]=2)[C:5]([NH:6][C:13](=[O:22])[C:14]2[CH:19]=[CH:18][C:17]([O:20][CH3:21])=[CH:16][CH:15]=2)=[CH:7][CH:8]=1)#[N:12], predict the reactants needed to synthesize it. The reactants are: [N+:1]([C:4]1[CH:10]=[C:9]([C:11]#[N:12])[CH:8]=[CH:7][C:5]=1[NH2:6])([O-])=O.[C:13](Cl)(=[O:22])[C:14]1[CH:19]=[CH:18][C:17]([O:20][CH3:21])=[CH:16][CH:15]=1. (2) Given the product [OH2:14].[F:1][C:2]1[CH:7]=[CH:6][C:5]([C:8]2[NH:12][N:11]=[C:10]([C:13]([N:15]3[CH2:20][CH2:19][NH:18][CH2:17][CH2:16]3)=[O:14])[C:9]=2[C:28]2[CH:29]=[CH:30][N:31]=[CH:32][CH:33]=2)=[CH:4][CH:3]=1, predict the reactants needed to synthesize it. The reactants are: [F:1][C:2]1[CH:7]=[CH:6][C:5]([C:8]2[NH:12][N:11]=[C:10]([C:13]([N:15]3[CH2:20][CH2:19][N:18](C(OC(C)(C)C)=O)[CH2:17][CH2:16]3)=[O:14])[C:9]=2[C:28]2[CH:33]=[CH:32][N:31]=[CH:30][CH:29]=2)=[CH:4][CH:3]=1.C(O)(C(F)(F)F)=O. (3) Given the product [Br:3][C:4]1[CH:5]=[CH:6][C:7]([CH:10]([O:15][C:16]2[CH:17]=[CH:18][CH:19]=[CH:20][CH:21]=2)[C:11]([OH:13])=[O:12])=[CH:8][CH:9]=1, predict the reactants needed to synthesize it. The reactants are: [OH-].[Li+].[Br:3][C:4]1[CH:9]=[CH:8][C:7]([CH:10]([O:15][C:16]2[CH:21]=[CH:20][CH:19]=[CH:18][CH:17]=2)[C:11]([O:13]C)=[O:12])=[CH:6][CH:5]=1. (4) Given the product [C:1]([O:5][C:6]([N:8]1[C:16]2[C:11](=[CH:12][CH:13]=[C:14]([CH:17]([N:38]3[CH2:39][CH2:40][N:35]([CH3:34])[CH2:36][CH2:37]3)[CH3:18])[CH:15]=2)[CH:10]=[C:9]1[C:20]1[CH:25]=[C:24]([C:26]2[CH:27]=[CH:28][N:29]=[CH:30][CH:31]=2)[N:23]=[N:22][C:21]=1[O:32][CH3:33])=[O:7])([CH3:4])([CH3:2])[CH3:3], predict the reactants needed to synthesize it. The reactants are: [C:1]([O:5][C:6]([N:8]1[C:16]2[C:11](=[CH:12][CH:13]=[C:14]([C:17](=O)[CH3:18])[CH:15]=2)[CH:10]=[C:9]1[C:20]1[CH:25]=[C:24]([C:26]2[CH:31]=[CH:30][N:29]=[CH:28][CH:27]=2)[N:23]=[N:22][C:21]=1[O:32][CH3:33])=[O:7])([CH3:4])([CH3:3])[CH3:2].[CH3:34][N:35]1[CH2:40][CH2:39][NH:38][CH2:37][CH2:36]1. (5) Given the product [Br:29][C:26]1[CH:25]=[C:4]([CH:3]=[C:2]([Br:1])[C:27]=1[Br:28])[CH2:5][N:6]1[CH:10]=[C:9]([C:11]2[S:12][C:13]3[CH:19]=[C:18]([C:20]([OH:22])=[O:21])[CH:17]=[CH:16][C:14]=3[N:15]=2)[N:8]=[N:7]1, predict the reactants needed to synthesize it. The reactants are: [Br:1][C:2]1[CH:3]=[C:4]([CH:25]=[C:26]([Br:29])[C:27]=1[Br:28])[CH2:5][N:6]1[CH:10]=[C:9]([C:11]2[S:12][C:13]3[CH:19]=[C:18]([C:20]([O:22]CC)=[O:21])[CH:17]=[CH:16][C:14]=3[N:15]=2)[N:8]=[N:7]1.[OH-].[Na+]. (6) The reactants are: C([N:8](CC1C=CC=CC=1)[CH2:9][C:10]([F:17])([F:16])[C:11]([O:13][CH2:14][CH3:15])=[O:12])C1C=CC=CC=1.[C:25]([OH:31])([C:27]([F:30])([F:29])[F:28])=[O:26]. Given the product [OH:31][C:25]([C:27]([F:30])([F:29])[F:28])=[O:26].[NH2:8][CH2:9][C:10]([F:17])([F:16])[C:11]([O:13][CH2:14][CH3:15])=[O:12], predict the reactants needed to synthesize it.